Task: Predict the product of the given reaction.. Dataset: Forward reaction prediction with 1.9M reactions from USPTO patents (1976-2016) (1) The product is: [ClH:1].[CH3:17][N:14]1[CH2:15][CH2:16][N:11]([S:8]([C:5]2[CH:4]=[CH:3][C:2]([C:27]3[C:26]4[C:30](=[CH:31][CH:32]=[C:24]([C:22]5[N:23]=[C:19]([CH3:18])[S:20][CH:21]=5)[CH:25]=4)[NH:29][C:28]=3[OH:33])=[N:7][CH:6]=2)(=[O:10])=[O:9])[CH2:12][CH2:13]1. Given the reactants [Cl:1][C:2]1[N:7]=[CH:6][C:5]([S:8]([N:11]2[CH2:16][CH2:15][N:14]([CH3:17])[CH2:13][CH2:12]2)(=[O:10])=[O:9])=[CH:4][CH:3]=1.[CH3:18][C:19]1[S:20][CH:21]=[C:22]([C:24]2[CH:25]=[C:26]3[C:30](=[CH:31][CH:32]=2)[NH:29][C:28](=[O:33])[CH2:27]3)[N:23]=1, predict the reaction product. (2) Given the reactants [NH2:1][CH2:2][C@H:3]([NH:7][C:8]([O:10][C:11]([CH3:14])([CH3:13])[CH3:12])=[O:9])[C:4]([OH:6])=[O:5].F[C:16]1[CH:21]=[CH:20][CH:19]=[CH:18][C:17]=1[N+:22]([O-:24])=[O:23].C(=O)(O)[O-].[Na+].O, predict the reaction product. The product is: [C:11]([O:10][C:8]([NH:7][C@@H:3]([CH2:2][NH:1][C:16]1[CH:21]=[CH:20][CH:19]=[CH:18][C:17]=1[N+:22]([O-:24])=[O:23])[C:4]([OH:6])=[O:5])=[O:9])([CH3:14])([CH3:13])[CH3:12]. (3) Given the reactants [N+:1]([C:4]1[CH:5]=[C:6]([NH:10][C:11]2[N:18]=[CH:17][CH:16]=[CH:15][C:12]=2[CH:13]=O)[CH:7]=[CH:8][CH:9]=1)([O-:3])=[O:2].[N:19]1[CH:24]=[CH:23][C:22]([CH2:25][CH2:26][CH2:27][CH2:28][C:29](OCC)=[O:30])=[CH:21][CH:20]=1.[Li+].CC([N-]C(C)C)C, predict the reaction product. The product is: [N+:1]([C:4]1[CH:5]=[C:6]([N:10]2[C:11]3[C:12](=[CH:15][CH:16]=[CH:17][N:18]=3)[CH:13]=[C:28]([CH2:27][CH2:26][CH2:25][C:22]3[CH:21]=[CH:20][N:19]=[CH:24][CH:23]=3)[C:29]2=[O:30])[CH:7]=[CH:8][CH:9]=1)([O-:3])=[O:2]. (4) Given the reactants Br[C:2]1[CH:7]=[C:6]([O:8][CH3:9])[CH:5]=[CH:4][C:3]=1[NH:10][C:11]1[CH:12]=[N:13][N:14]([CH2:18][C:19]([N:21]([CH3:32])[C:22]2[CH:31]=[CH:30][C:25]3[N:26]=[C:27]([CH3:29])[O:28][C:24]=3[CH:23]=2)=[O:20])[C:15](=[O:17])[CH:16]=1.CC([O-])=O.[Na+], predict the reaction product. The product is: [CH3:9][O:8][C:6]1[CH:5]=[CH:4][C:3]2[NH:10][C:11]3[CH:12]=[N:13][N:14]([CH2:18][C:19]([N:21]([CH3:32])[C:22]4[CH:31]=[CH:30][C:25]5[N:26]=[C:27]([CH3:29])[O:28][C:24]=5[CH:23]=4)=[O:20])[C:15](=[O:17])[C:16]=3[C:2]=2[CH:7]=1.